Dataset: Full USPTO retrosynthesis dataset with 1.9M reactions from patents (1976-2016). Task: Predict the reactants needed to synthesize the given product. (1) Given the product [Br:13][C:11]1[C:6]2[N:7]=[C:8]([NH2:10])[S:9][C:5]=2[CH:4]=[C:3]([CH3:12])[C:2]=1[F:1], predict the reactants needed to synthesize it. The reactants are: [F:1][C:2]1[C:3]([CH3:12])=[CH:4][C:5]2[S:9][C:8]([NH2:10])=[N:7][C:6]=2[CH:11]=1.[Br:13]Br. (2) Given the product [CH3:1][C:2]1[CH:7]=[CH:6][CH:5]=[CH:4][C:3]=1[NH:8][C:9]1[O:10][C:11]2[CH:17]=[C:16]([CH2:18][C:19]([N:21]3[CH2:25][CH2:24][CH2:23][C@H:22]3[CH2:26][O:27][CH:28]3[CH2:29][CH2:30][CH:31]([C:34]([OH:36])=[O:35])[CH2:32][CH2:33]3)=[O:20])[CH:15]=[CH:14][C:12]=2[N:13]=1, predict the reactants needed to synthesize it. The reactants are: [CH3:1][C:2]1[CH:7]=[CH:6][CH:5]=[CH:4][C:3]=1[NH:8][C:9]1[O:10][C:11]2[CH:17]=[C:16]([CH2:18][C:19]([N:21]3[CH2:25][CH2:24][CH2:23][C@H:22]3[CH2:26][O:27][CH:28]3[CH2:33][CH2:32][CH:31]([C:34]([O:36]C)=[O:35])[CH2:30][CH2:29]3)=[O:20])[CH:15]=[CH:14][C:12]=2[N:13]=1.[OH-].[Na+]. (3) The reactants are: [OH:1][C:2]1[CH:9]=[CH:8][C:7]([C:10]([F:13])([F:12])[F:11])=[CH:6][C:3]=1[CH:4]=[O:5].[CH2:14](Br)[C:15]1[CH:20]=[CH:19][CH:18]=[CH:17][CH:16]=1.C(=O)([O-])[O-].[K+].[K+]. Given the product [CH2:14]([O:1][C:2]1[CH:9]=[CH:8][C:7]([C:10]([F:11])([F:12])[F:13])=[CH:6][C:3]=1[CH:4]=[O:5])[C:15]1[CH:20]=[CH:19][CH:18]=[CH:17][CH:16]=1, predict the reactants needed to synthesize it. (4) Given the product [CH2:19]([O:22][C@@H:23]1[C@@H:31]([C@@H:32]([OH:33])[C:52]([F:55])([F:54])[F:53])[O:30][C@H:29]2[C@H:25]([N:26]=[C:27]([N:34]([CH2:42][CH3:43])[C:35](=[O:41])[O:36][C:37]([CH3:38])([CH3:39])[CH3:40])[S:28]2)[C@H:24]1[O:44][CH2:45][CH:46]=[CH2:47])[CH:20]=[CH2:21], predict the reactants needed to synthesize it. The reactants are: CCCC[N+](CCCC)(CCCC)CCCC.[F-].[CH2:19]([O:22][C@@H:23]1[C@@H:31]([CH:32]=[O:33])[O:30][C@H:29]2[C@H:25]([N:26]=[C:27]([N:34]([CH2:42][CH3:43])[C:35](=[O:41])[O:36][C:37]([CH3:40])([CH3:39])[CH3:38])[S:28]2)[C@H:24]1[O:44][CH2:45][CH:46]=[CH2:47])[CH:20]=[CH2:21].[Si]([C:52]([F:55])([F:54])[F:53])(C)(C)C. (5) Given the product [CH3:24][C@@H:16]([NH:15][C:13]([C@H:12]([C:4]1[CH:3]=[C:2]([O:1][S:33]([C:36]([F:39])([F:38])[F:37])(=[O:35])=[O:34])[CH:7]=[C:6]([C:8]([F:10])([F:11])[F:9])[CH:5]=1)[CH3:25])=[O:14])[CH2:17][C:18]1[CH:19]=[CH:20][CH:21]=[CH:22][CH:23]=1, predict the reactants needed to synthesize it. The reactants are: [OH:1][C:2]1[CH:3]=[C:4]([C@H:12]([CH3:25])[C:13]([NH:15][C@H:16]([CH3:24])[CH2:17][C:18]2[CH:23]=[CH:22][CH:21]=[CH:20][CH:19]=2)=[O:14])[CH:5]=[C:6]([C:8]([F:11])([F:10])[F:9])[CH:7]=1.C1C=CC(N([S:33]([C:36]([F:39])([F:38])[F:37])(=[O:35])=[O:34])[S:33]([C:36]([F:39])([F:38])[F:37])(=[O:35])=[O:34])=CC=1. (6) Given the product [F:78][C:71]1[CH:72]=[C:73]([O:74][CH2:75][O:76][CH3:77])[C:68]([NH2:14])=[N:69][CH:70]=1, predict the reactants needed to synthesize it. The reactants are: C(=[NH:14])(C1C=CC=CC=1)C1C=CC=CC=1.C1(P(C2C=CC=CC=2)C2(P(C3C=CC=CC=3)C3C=CC=CC=3)CC=C3C(C=CC=C3)=C2C2C3C(=CC=CC=3)C=CC=2)C=CC=CC=1.CC(C)([O-])C.[Na+].Cl[C:68]1[C:73]([O:74][CH2:75][O:76][CH3:77])=[CH:72][C:71]([F:78])=[CH:70][N:69]=1. (7) Given the product [CH:42]([OH:43])=[O:54].[C:1]([C:5]1[CH:9]=[C:8]([NH:10][C:11]([NH:13][C@@H:14]2[C:23]3[C:18](=[CH:19][CH:20]=[CH:21][CH:22]=3)[C@H:17]([O:24][C:25]3[CH:26]=[CH:27][C:28]4[N:29]([C:31]([N:34]5[CH2:39][CH2:38][CH2:37][CH2:36][C@@H:35]5[CH3:40])=[N:32][N:33]=4)[CH:30]=3)[CH2:16][CH2:15]2)=[O:12])[N:7]([CH2:41][CH2:42][N:49]([CH3:50])[CH3:48])[N:6]=1)([CH3:4])([CH3:3])[CH3:2], predict the reactants needed to synthesize it. The reactants are: [C:1]([C:5]1[CH:9]=[C:8]([NH:10][C:11]([NH:13][C@@H:14]2[C:23]3[C:18](=[CH:19][CH:20]=[CH:21][CH:22]=3)[C@H:17]([O:24][C:25]3[CH:26]=[CH:27][C:28]4[N:29]([C:31]([N:34]5[CH2:39][CH2:38][CH2:37][CH2:36][C@@H:35]5[CH3:40])=[N:32][N:33]=4)[CH:30]=3)[CH2:16][CH2:15]2)=[O:12])[N:7]([CH2:41][CH2:42][O:43]S(C)(=O)=O)[N:6]=1)([CH3:4])([CH3:3])[CH3:2].[CH3:48][NH:49][CH3:50].C1C[O:54]CC1.